Dataset: Reaction yield outcomes from USPTO patents with 853,638 reactions. Task: Predict the reaction yield, written as a fraction of the theoretical maximum amount of product (1.0 means a 100% yield; for example, 0.34 means a 34% yield). The reactants are [F:1][C:2]([F:21])([F:20])[C:3]([NH:5][C:6]1[C:14]2[C:9](=[N:10][CH:11]=[CH:12][N:13]=2)[S:8][C:7]=1[C:15]([O:17][CH2:18][CH3:19])=[O:16])=[O:4].[C:22](=O)([O-])[O-].[K+].[K+].IC.[NH4+].[Cl-]. The catalyst is CC(C)=O. The product is [F:21][C:2]([F:20])([F:1])[C:3]([N:5]([C:6]1[C:14]2[C:9](=[N:10][CH:11]=[CH:12][N:13]=2)[S:8][C:7]=1[C:15]([O:17][CH2:18][CH3:19])=[O:16])[CH3:22])=[O:4]. The yield is 0.950.